This data is from Reaction yield outcomes from USPTO patents with 853,638 reactions. The task is: Predict the reaction yield, written as a fraction of the theoretical maximum amount of product (1.0 means a 100% yield; for example, 0.34 means a 34% yield). (1) The reactants are Cl[C:2]1[N:7]=[C:6]([NH:8][C:9]2[CH:14]=[CH:13][C:12]([O:15][CH3:16])=[CH:11][C:10]=2[NH:17][S:18]([CH3:21])(=[O:20])=[O:19])[C:5]([Cl:22])=[CH:4][N:3]=1.[CH3:23][O:24][C:25]1[CH:30]=[C:29]([O:31][CH3:32])[N:28]=[CH:27][C:26]=1[NH2:33].CC1(C)C2C(=C(P(C3C=CC=CC=3)C3C=CC=CC=3)C=CC=2)OC2C(P(C3C=CC=CC=3)C3C=CC=CC=3)=CC=CC1=2.C(=O)([O-])[O-].[Cs+].[Cs+]. The catalyst is O1CCOCC1.O.C([O-])(=O)C.[Pd+2].C([O-])(=O)C. The product is [Cl:22][C:5]1[C:6]([NH:8][C:9]2[CH:14]=[CH:13][C:12]([O:15][CH3:16])=[CH:11][C:10]=2[NH:17][S:18]([CH3:21])(=[O:20])=[O:19])=[N:7][C:2]([NH:33][C:26]2[CH:27]=[N:28][C:29]([O:31][CH3:32])=[CH:30][C:25]=2[O:24][CH3:23])=[N:3][CH:4]=1. The yield is 0.0370. (2) The reactants are [N+:1]([C:4]1[CH:9]=[CH:8][C:7]([C:10](=O)[CH2:11][CH2:12][C:13]([C:15]2[CH:20]=[CH:19][C:18]([N+:21]([O-:23])=[O:22])=[CH:17][CH:16]=2)=O)=[CH:6][CH:5]=1)([O-:3])=[O:2].[F:25][C:26]1[CH:32]=[CH:31][C:29]([NH2:30])=[CH:28][CH:27]=1. The catalyst is C(O)(=O)C.O.CCOCC. The product is [F:25][C:26]1[CH:32]=[CH:31][C:29]([N:30]2[C:10]([C:7]3[CH:8]=[CH:9][C:4]([N+:1]([O-:3])=[O:2])=[CH:5][CH:6]=3)=[CH:11][CH:12]=[C:13]2[C:15]2[CH:20]=[CH:19][C:18]([N+:21]([O-:23])=[O:22])=[CH:17][CH:16]=2)=[CH:28][CH:27]=1. The yield is 0.910.